This data is from Reaction yield outcomes from USPTO patents with 853,638 reactions. The task is: Predict the reaction yield, written as a fraction of the theoretical maximum amount of product (1.0 means a 100% yield; for example, 0.34 means a 34% yield). (1) The reactants are [F:1][C:2]1[CH:3]=[C:4]([CH:13]=[CH:14][C:15]=1[CH2:16][CH2:17][N+:18]([O-:20])=O)[O:5][CH2:6][C:7]1[CH:12]=[CH:11][CH:10]=[CH:9][N:8]=1.C[O-].[Li+].[C:24]([C:26]1[C:27]([NH2:33])=[N:28][C:29]([NH2:32])=[CH:30][CH:31]=1)#[CH:25].C(N(CC)CC)C. The catalyst is [Ti](Cl)(Cl)(Cl)Cl.O.O1CCCC1.C(OCC)(=O)C.CO. The product is [F:1][C:2]1[CH:3]=[C:4]([O:5][CH2:6][C:7]2[CH:12]=[CH:11][CH:10]=[CH:9][N:8]=2)[CH:13]=[CH:14][C:15]=1[CH2:16][C:17]1[CH:25]=[C:24]([C:26]2[C:27]([NH2:33])=[N:28][C:29]([NH2:32])=[CH:30][CH:31]=2)[O:20][N:18]=1. The yield is 0.0172. (2) The reactants are [CH:1](O)=[O:2].C(OC(=O)C)(=O)C.[NH2:11][C:12]1[CH:21]=[C:20]2[C:15]([CH2:16][CH2:17][CH:18]([C:22]([O:24][CH2:25][CH3:26])=[O:23])[O:19]2)=[CH:14][CH:13]=1.C(N(CC)CC)C.C(=O)(O)[O-].[Na+]. The catalyst is C1COCC1. The product is [CH:1]([NH:11][C:12]1[CH:21]=[C:20]2[C:15]([CH2:16][CH2:17][CH:18]([C:22]([O:24][CH2:25][CH3:26])=[O:23])[O:19]2)=[CH:14][CH:13]=1)=[O:2]. The yield is 1.00. (3) The reactants are [N+:1]([C:4]1[CH:5]=[CH:6][C:7]2[O:12][CH2:11][CH:10]([CH2:13][OH:14])[O:9][C:8]=2[CH:15]=1)([O-])=O. The catalyst is CO.[Pd]. The product is [NH2:1][C:4]1[CH:5]=[CH:6][C:7]2[O:12][CH2:11][CH:10]([CH2:13][OH:14])[O:9][C:8]=2[CH:15]=1. The yield is 0.860. (4) The reactants are [F:1][C:2]([F:23])([F:22])[CH:3]([CH:9]1[CH2:14][CH2:13][N:12](C(OC(C)(C)C)=O)[CH2:11][CH2:10]1)[O:4][Si](C)(C)C.[ClH:24].CCOCC. The catalyst is C(Cl)Cl.CO. The product is [ClH:24].[F:23][C:2]([F:1])([F:22])[CH:3]([CH:9]1[CH2:10][CH2:11][NH:12][CH2:13][CH2:14]1)[OH:4]. The yield is 0.840. (5) The reactants are F[C:2]1[CH:3]=[C:4]([CH:11]=[CH:12][C:13]=1[N+:14]([O-:16])=[O:15])[O:5][CH2:6][CH2:7][N:8]([CH3:10])[CH3:9].[C:17]1([OH:23])[CH:22]=[CH:21][CH:20]=[CH:19][CH:18]=1.C(=O)([O-])[O-].[K+].[K+]. The catalyst is CN(C=O)C. The product is [CH3:9][N:8]([CH3:10])[CH2:7][CH2:6][O:5][C:4]1[CH:11]=[CH:12][C:13]([N+:14]([O-:16])=[O:15])=[C:2]([O:23][C:17]2[CH:22]=[CH:21][CH:20]=[CH:19][CH:18]=2)[CH:3]=1. The yield is 0.840. (6) The reactants are [Cl:1][C:2]1[CH:7]=[CH:6][N:5]=[C:4]2[CH:8]=[C:9]([C:11]([N:13]3[CH2:17][CH2:16][C@@H:15]([OH:18])[CH2:14]3)=[O:12])[S:10][C:3]=12.[H-].[Na+].I[CH3:22]. The catalyst is C1COCC1. The product is [Cl:1][C:2]1[CH:7]=[CH:6][N:5]=[C:4]2[CH:8]=[C:9]([C:11]([N:13]3[CH2:17][CH2:16][C@@H:15]([O:18][CH3:22])[CH2:14]3)=[O:12])[S:10][C:3]=12. The yield is 0.840. (7) The reactants are [Na].[N:2]1([C:8]([NH2:10])=[NH:9])[CH2:7][CH2:6][CH2:5][CH2:4][CH2:3]1.[C:11]([O:15][C:16]([N:18]1[CH2:23][CH2:22][CH:21]([C:24](=O)[CH2:25][C:26](OCC)=[O:27])[CH2:20][CH2:19]1)=[O:17])([CH3:14])([CH3:13])[CH3:12]. The product is [C:11]([O:15][C:16]([N:18]1[CH2:19][CH2:20][CH:21]([C:24]2[CH:25]=[C:26]([OH:27])[N:10]=[C:8]([N:2]3[CH2:7][CH2:6][CH2:5][CH2:4][CH2:3]3)[N:9]=2)[CH2:22][CH2:23]1)=[O:17])([CH3:14])([CH3:13])[CH3:12]. The yield is 0.440. The catalyst is C(O)C. (8) The reactants are [F:1][CH:2]([F:15])[CH2:3][O:4][C:5]1[CH:10]=[CH:9][C:8]([C:11](=O)[CH3:12])=[CH:7][C:6]=1[CH3:14].[CH3:16][C:17]([S@:20]([NH2:22])=[O:21])([CH3:19])[CH3:18]. No catalyst specified. The product is [F:1][CH:2]([F:15])[CH2:3][O:4][C:5]1[CH:10]=[CH:9][C:8]([CH:11]([NH:22][S@@:20]([C:17]([CH3:19])([CH3:18])[CH3:16])=[O:21])[CH3:12])=[CH:7][C:6]=1[CH3:14]. The yield is 0.470.